Dataset: Forward reaction prediction with 1.9M reactions from USPTO patents (1976-2016). Task: Predict the product of the given reaction. (1) Given the reactants Br[C:2]1[CH:7]=[CH:6][C:5]([OH:8])=[CH:4][C:3]=1[O:9][CH3:10].[C:11]1(O)[CH:16]=[CH:15]C=CC=1, predict the reaction product. The product is: [CH:15]1([C:2]2[CH:7]=[CH:6][C:5]([OH:8])=[CH:4][C:3]=2[O:9][CH3:10])[CH2:16][CH2:11]1. (2) Given the reactants [CH:1]1([C:4]2[C:5]([O:13][CH2:14][CH:15]3[CH2:17][CH2:16]3)=[CH:6][C:7]([C:10]([OH:12])=O)=[N:8][CH:9]=2)[CH2:3][CH2:2]1.O[N:19]=[C:20]([NH2:27])[C:21]1[CH:26]=[CH:25][CH:24]=[CH:23][CH:22]=1, predict the reaction product. The product is: [CH:1]1([C:4]2[C:5]([O:13][CH2:14][CH:15]3[CH2:17][CH2:16]3)=[CH:6][C:7]([C:10]3[O:12][N:27]=[C:20]([C:21]4[CH:26]=[CH:25][CH:24]=[CH:23][CH:22]=4)[N:19]=3)=[N:8][CH:9]=2)[CH2:2][CH2:3]1. (3) Given the reactants CS[C:3]1[N:8]=[C:7]([C:9]2[C:10]([CH:18]([C:20]3[CH:25]=[CH:24][CH:23]=[CH:22][CH:21]=3)[OH:19])=[N:11][N:12]3[CH:17]=[CH:16][CH:15]=[CH:14][C:13]=23)[CH:6]=[CH:5][N:4]=1.ClC1C=C(C=CC=1)C(OO)=O.[CH:37]1([NH2:42])[CH2:41][CH2:40][CH2:39][CH2:38]1, predict the reaction product. The product is: [CH:37]1([NH:42][C:3]2[N:8]=[C:7]([C:9]3[C:10]([CH:18]([C:20]4[CH:25]=[CH:24][CH:23]=[CH:22][CH:21]=4)[OH:19])=[N:11][N:12]4[CH:17]=[CH:16][CH:15]=[CH:14][C:13]=34)[CH:6]=[CH:5][N:4]=2)[CH2:41][CH2:40][CH2:39][CH2:38]1. (4) Given the reactants C[O:2][C:3](=[O:36])[C@@H:4]([NH:17][S:18]([C:21]1[CH:26]=[CH:25][CH:24]=[C:23]([N:27]2[CH2:32][CH2:31][O:30][CH2:29][C:28]2=[O:33])[C:22]=1[CH2:34][CH3:35])(=[O:20])=[O:19])[CH2:5][C:6]1[CH:10]=[C:9]([C:11]2[S:12][C:13]([Cl:16])=[CH:14][CH:15]=2)[O:8][N:7]=1.[Li+].[OH-].Cl, predict the reaction product. The product is: [Cl:16][C:13]1[S:12][C:11]([C:9]2[O:8][N:7]=[C:6]([CH2:5][C@H:4]([NH:17][S:18]([C:21]3[CH:26]=[CH:25][CH:24]=[C:23]([N:27]4[CH2:32][CH2:31][O:30][CH2:29][C:28]4=[O:33])[C:22]=3[CH2:34][CH3:35])(=[O:20])=[O:19])[C:3]([OH:36])=[O:2])[CH:10]=2)=[CH:15][CH:14]=1. (5) The product is: [CH3:1][C:2]1[CH:3]=[CH:4][C:5]2[O:9][C:8]([C:10]([NH2:16])=[O:11])=[CH:7][C:6]=2[CH:15]=1. Given the reactants [CH3:1][C:2]1[CH:3]=[CH:4][C:5]2[O:9][C:8]([C:10](OCC)=[O:11])=[CH:7][C:6]=2[CH:15]=1.[NH3:16], predict the reaction product. (6) Given the reactants [F:1][C:2]1[C:7]([F:8])=[CH:6][C:5]([C:9]2([CH2:25]O)[C:17]3[C:12](=[CH:13][CH:14]=[CH:15][CH:16]=3)[N:11]([CH2:18][C:19]([O:21][CH2:22][CH3:23])=[O:20])[C:10]2=[O:24])=[C:4]([OH:27])[CH:3]=1.ClC1C=CC(Cl)=C2C=1C(C1C(O)=CC3OCOC=3C=1)(CO)C(=O)N2CCCCC, predict the reaction product. The product is: [F:8][C:7]1[C:2]([F:1])=[CH:3][C:4]2[O:27][CH2:25][C:9]3([C:17]4[C:12](=[CH:13][CH:14]=[CH:15][CH:16]=4)[N:11]([CH2:18][C:19]([O:21][CH2:22][CH3:23])=[O:20])[C:10]3=[O:24])[C:5]=2[CH:6]=1. (7) Given the reactants FC(F)(F)[C:3]([OH:5])=[O:4].[CH3:8][O:9][C:10]1[CH:11]=[C:12]([C:16]2[CH:21]=[CH:20][CH:19]=[C:18]([C:22]3([C:32]4[CH:37]=[CH:36][C:35]([O:38][CH3:39])=[CH:34][CH:33]=4)[C:30]4[C:25](=[CH:26][CH:27]=[CH:28][CH:29]=4)[C:24]([NH2:31])=[N:23]3)[CH:17]=2)[CH:13]=[CH:14][CH:15]=1.N1[CH:45]=[CH:44][CH:43]=CC=1.[F:46][C:47]([F:60])([F:59])[S:48]([O:51]S(C(F)(F)F)(=O)=O)(=[O:50])=[O:49].Cl[CH2:62]Cl, predict the reaction product. The product is: [C:44]([O:5][C:3]([NH:31][C:24]1[C:25]2[C:30](=[CH:29][CH:28]=[CH:27][CH:26]=2)[C:22]([C:18]2[CH:19]=[CH:20][C:21]([O:51][S:48]([C:47]([F:60])([F:59])[F:46])(=[O:49])=[O:50])=[C:16]([C:12]3[CH:13]=[CH:14][CH:15]=[C:10]([O:9][CH3:8])[CH:11]=3)[CH:17]=2)([C:32]2[CH:33]=[CH:34][C:35]([O:38][CH3:39])=[CH:36][CH:37]=2)[N:23]=1)=[O:4])([CH3:43])([CH3:45])[CH3:62].